Task: Predict which catalyst facilitates the given reaction.. Dataset: Catalyst prediction with 721,799 reactions and 888 catalyst types from USPTO (1) Reactant: [Cl:1][C:2]1[C:7]([C:8]2[CH:13]=[CH:12][CH:11]=[CH:10][CH:9]=2)=[N:6][N:5]=[C:4]2[N:14]([CH2:23][C:24](O)=[O:25])[N:15]=[C:16]([C:17]3[CH:22]=[CH:21][CH:20]=[CH:19][CH:18]=3)[C:3]=12.ClC1C(C2C=CC=CC=2)=N[N:31]=[C:30]2N(C)N=C(C3C=CC=CC=3Cl)C=12.C(CC#N)(=O)C1C=CC=CC=1.Cl.N(CC(OCC)=O)N.C(N(CC)CC)C.OC1C=CC=C[N+]=1[O-].Cl.CN.Cl.CN(C)CCCN=C=NCC.C(N(C(C)C)CC)(C)C. Product: [Cl:1][C:2]1[C:7]([C:8]2[CH:13]=[CH:12][CH:11]=[CH:10][CH:9]=2)=[N:6][N:5]=[C:4]2[N:14]([CH2:23][C:24]([NH:31][CH3:30])=[O:25])[N:15]=[C:16]([C:17]3[CH:18]=[CH:19][CH:20]=[CH:21][CH:22]=3)[C:3]=12. The catalyst class is: 59. (2) Product: [Cl:1][C:2]1[C:7]([CH3:8])=[CH:6][C:5]([C@H:9]([NH2:14])[C:10]([F:12])([F:13])[F:11])=[CH:4][C:3]=1[CH3:21]. The catalyst class is: 5. Reactant: [Cl:1][C:2]1[C:7]([CH3:8])=[CH:6][C:5]([C@H:9]([NH:14][S@@](C(C)(C)C)=O)[C:10]([F:13])([F:12])[F:11])=[CH:4][C:3]=1[CH3:21].Cl. (3) Reactant: [N:1]([CH2:4][C:5]1[CH:6]=[CH:7][C:8]([O:11][CH2:12][C:13]([F:18])([F:17])[CH:14]([F:16])[F:15])=[N:9][CH:10]=1)=[N+]=[N-].[ClH:19]. Product: [ClH:19].[F:18][C:13]([F:17])([CH:14]([F:16])[F:15])[CH2:12][O:11][C:8]1[N:9]=[CH:10][C:5]([CH2:4][NH2:1])=[CH:6][CH:7]=1. The catalyst class is: 19.